This data is from Forward reaction prediction with 1.9M reactions from USPTO patents (1976-2016). The task is: Predict the product of the given reaction. (1) Given the reactants [C:1]1([OH:7])[CH:6]=[CH:5][CH:4]=[CH:3][CH:2]=1.[CH2:8]1[O:10][C@@H:9]1[CH2:11]OS(C1C=C([N+]([O-])=O)C=CC=1)(=O)=O.C(=O)([O-])[O-].[K+].[K+], predict the reaction product. The product is: [O:7]([CH2:11][C@@H:9]1[CH2:8][O:10]1)[C:1]1[CH:6]=[CH:5][CH:4]=[CH:3][CH:2]=1. (2) Given the reactants [C:1]([O:5][C:6]([NH:8][C@H:9]([CH2:13][OH:14])[C:10]([OH:12])=[O:11])=[O:7])([CH3:4])([CH3:3])[CH3:2].[O:15]1[CH:20]=[CH:19][CH2:18][CH2:17][CH2:16]1, predict the reaction product. The product is: [C:1]([O:5][C:6]([NH:8][C@H:9]([CH2:13][O:14][CH:16]1[CH2:17][CH2:18][CH2:19][CH2:20][O:15]1)[C:10]([OH:12])=[O:11])=[O:7])([CH3:4])([CH3:3])[CH3:2]. (3) Given the reactants C1(NC2CCCCC2)CCCCC1.CCCCCC.[C:20]([O:24][C:25]([CH:27]1[CH2:32][CH2:31][CH2:30][CH2:29][CH2:28]1)=[O:26])([CH3:23])([CH3:22])[CH3:21].Br[CH2:34][CH:35]([CH2:38][CH3:39])[CH2:36][CH3:37].Cl, predict the reaction product. The product is: [C:20]([O:24][C:25]([C:27]1([CH2:34][CH:35]([CH2:38][CH3:39])[CH2:36][CH3:37])[CH2:32][CH2:31][CH2:30][CH2:29][CH2:28]1)=[O:26])([CH3:23])([CH3:21])[CH3:22].